The task is: Predict the product of the given reaction.. This data is from Forward reaction prediction with 1.9M reactions from USPTO patents (1976-2016). (1) Given the reactants [NH2:1][C:2]1[N:10]=[C:9]([NH2:11])[CH:8]=[CH:7][C:3]=1[C:4]([OH:6])=O.C(N(CC)CC)C.F[P-](F)(F)(F)(F)F.N1(O[P+](N(C)C)(N(C)C)N(C)C)C2C=CC=CC=2N=N1.[F:46][C:47]1[CH:62]=[CH:61][CH:60]=[CH:59][C:48]=1[CH2:49][O:50][C:51]1[CH:58]=[CH:57][C:54]([CH2:55][NH2:56])=[CH:53][CH:52]=1, predict the reaction product. The product is: [NH2:1][C:2]1[N:10]=[C:9]([NH2:11])[CH:8]=[CH:7][C:3]=1[C:4]([NH:56][CH2:55][C:54]1[CH:53]=[CH:52][C:51]([O:50][CH2:49][C:48]2[CH:59]=[CH:60][CH:61]=[CH:62][C:47]=2[F:46])=[CH:58][CH:57]=1)=[O:6]. (2) Given the reactants Cl[C:2]([O:4][C:5]1[CH:10]=[CH:9][CH:8]=[CH:7][CH:6]=1)=[O:3].[NH2:11][C:12]1[CH:13]=[N:14][CH:15]=[CH:16][CH:17]=1, predict the reaction product. The product is: [C:5]1([O:4][C:2](=[O:3])[NH:11][C:12]2[CH:13]=[N:14][CH:15]=[CH:16][CH:17]=2)[CH:10]=[CH:9][CH:8]=[CH:7][CH:6]=1. (3) Given the reactants [C:1]1([CH2:7][CH2:8][CH2:9][SH:10])[CH:6]=[CH:5][CH:4]=[CH:3][CH:2]=1.[H-].[Na+].Cl[C:14]1[CH:19]=[CH:18][CH:17]=[C:16]([C:20]#[N:21])[N:15]=1.C(OCC)(=O)C, predict the reaction product. The product is: [C:20]([C:16]1[CH:17]=[CH:18][CH:19]=[C:14]([S:10][CH2:9][CH2:8][CH2:7][C:1]2[CH:6]=[CH:5][CH:4]=[CH:3][CH:2]=2)[N:15]=1)#[N:21]. (4) Given the reactants [Br:1][C:2]1[C:10]2[C:5](=[CH:6][C:7]([CH:12]([NH:14][CH:15]3[CH2:17][CH2:16]3)[CH3:13])=[CH:8][C:9]=2[I:11])[N:4]([CH2:18][CH2:19][CH2:20][O:21][CH3:22])[N:3]=1.[C:23](O[C:23]([O:25][C:26]([CH3:29])([CH3:28])[CH3:27])=[O:24])([O:25][C:26]([CH3:29])([CH3:28])[CH3:27])=[O:24].CN(C1C=CC=CN=1)C.O, predict the reaction product. The product is: [Br:1][C:2]1[C:10]2[C:5](=[CH:6][C:7]([CH:12]([N:14]([CH:15]3[CH2:16][CH2:17]3)[C:23](=[O:24])[O:25][C:26]([CH3:29])([CH3:28])[CH3:27])[CH3:13])=[CH:8][C:9]=2[I:11])[N:4]([CH2:18][CH2:19][CH2:20][O:21][CH3:22])[N:3]=1. (5) Given the reactants [C:1]([O:4][CH2:5][C:6]1[CH:11]=[C:10]([O:12][C:13]2[C:18]3[CH:19]=[CH:20][O:21][C:17]=3[CH:16]=[CH:15][N:14]=2)[CH:9]=[CH:8][C:7]=1Br)(=[O:3])[CH3:2].[CH3:23][C:24]1([CH3:40])[C:28]([CH3:30])([CH3:29])[O:27][B:26]([B:26]2[O:27][C:28]([CH3:30])([CH3:29])[C:24]([CH3:40])([CH3:23])[O:25]2)[O:25]1.C([O-])(=O)C.[K+], predict the reaction product. The product is: [C:1]([O:4][CH2:5][C:6]1[CH:11]=[C:10]([O:12][C:13]2[C:18]3[CH:19]=[CH:20][O:21][C:17]=3[CH:16]=[CH:15][N:14]=2)[CH:9]=[CH:8][C:7]=1[B:26]1[O:27][C:28]([CH3:30])([CH3:29])[C:24]([CH3:40])([CH3:23])[O:25]1)(=[O:3])[CH3:2]. (6) Given the reactants C1(COC(=O)[N:10]([CH2:12][C:13]2[N:22](COCC[Si](C)(C)C)[C:16]3=[N:17][CH:18]=[C:19](Br)[CH:20]=[C:15]3[N:14]=2)[CH3:11])C=CC=CC=1.[CH3:32][C:33]1([CH3:57])[CH2:42][CH2:41][C:40]2[N:39]=[CH:38][N:37]=[C:36]([N:43]3[CH2:49][C:48]4[CH:50]=[C:51](B(O)O)[CH:52]=[CH:53][C:47]=4[O:46][CH2:45][CH2:44]3)[C:35]=2[CH2:34]1, predict the reaction product. The product is: [CH3:32][C:33]1([CH3:57])[CH2:42][CH2:41][C:40]2[N:39]=[CH:38][N:37]=[C:36]([N:43]3[CH2:49][C:48]4[CH:50]=[C:51]([C:19]5[CH:20]=[C:15]6[NH:14][C:13]([CH2:12][NH:10][CH3:11])=[N:22][C:16]6=[N:17][CH:18]=5)[CH:52]=[CH:53][C:47]=4[O:46][CH2:45][CH2:44]3)[C:35]=2[CH2:34]1. (7) The product is: [F:13][C:3]1[C:2](=[O:1])[NH:7][CH:6]=[C:5]([C:8]([O:10][CH3:11])=[O:9])[CH:4]=1. Given the reactants [O:1]=[C:2]1[NH:7][CH:6]=[C:5]([C:8]([O:10][CH3:11])=[O:9])[CH:4]=[CH:3]1.[B-](F)(F)(F)[F:13].[B-](F)(F)(F)F.C1[N+]2(CCl)CC[N+](F)(CC2)C1.O, predict the reaction product. (8) Given the reactants [C@H:1]([O:5][C:6]1[CH:15]=[C:14]2[C:9]([CH2:10][C:11](=[O:38])[N:12]([C:23]3[CH:28]=[CH:27][C:26]([N:29]([CH3:37])[CH2:30][CH:31]4[CH2:36][CH2:35][CH2:34][NH:33][CH2:32]4)=[CH:25][CH:24]=3)[CH:13]2[C:16]2[CH:21]=[CH:20][C:19]([Cl:22])=[CH:18][CH:17]=2)=[CH:8][C:7]=1[O:39][CH3:40])([CH2:3][CH3:4])[CH3:2].[CH3:41]C(O)=O.C=O.[BH-](OC(C)=O)(OC(C)=O)OC(C)=O.[Na+], predict the reaction product. The product is: [C@H:1]([O:5][C:6]1[CH:15]=[C:14]2[C:9]([CH2:10][C:11](=[O:38])[N:12]([C:23]3[CH:28]=[CH:27][C:26]([N:29]([CH3:37])[CH2:30][CH:31]4[CH2:36][CH2:35][CH2:34][N:33]([CH3:41])[CH2:32]4)=[CH:25][CH:24]=3)[CH:13]2[C:16]2[CH:17]=[CH:18][C:19]([Cl:22])=[CH:20][CH:21]=2)=[CH:8][C:7]=1[O:39][CH3:40])([CH2:3][CH3:4])[CH3:2]. (9) Given the reactants [C:1]([S:5][CH2:6][C:7]1[CH:8]=[C:9]([CH:13]=[CH:14][C:15]=1[O:16][C:17]1[CH:22]=[C:21]([CH2:23][C:24]([O:26][CH2:27][CH3:28])=[O:25])[CH:20]=[CH:19][C:18]=1[O:29][CH3:30])[C:10](O)=[O:11])([CH3:4])([CH3:3])[CH3:2].[CH3:31][NH:32][CH:33]([CH3:35])[CH3:34], predict the reaction product. The product is: [CH2:27]([O:26][C:24](=[O:25])[CH2:23][C:21]1[CH:20]=[CH:19][C:18]([O:29][CH3:30])=[C:17]([O:16][C:15]2[CH:14]=[CH:13][C:9]([C:10](=[O:11])[N:32]([CH:33]([CH3:35])[CH3:34])[CH3:31])=[CH:8][C:7]=2[CH2:6][S:5][C:1]([CH3:2])([CH3:4])[CH3:3])[CH:22]=1)[CH3:28]. (10) Given the reactants [I:1][C:2]1[C:3]([O:15][CH3:16])=[CH:4][C:5]([CH:12]([CH3:14])[CH3:13])=[C:6]([CH:11]=1)[O:7][CH2:8][C:9]#[N:10].C(O[CH:22]([N:26]([CH3:28])[CH3:27])[N:23]([CH3:25])[CH3:24])(C)(C)C, predict the reaction product. The product is: [CH3:28][N:26]([CH3:27])[CH:22]([N:23]([CH3:24])[CH3:25])[CH:8]([O:7][C:6]1[CH:11]=[C:2]([I:1])[C:3]([O:15][CH3:16])=[CH:4][C:5]=1[CH:12]([CH3:14])[CH3:13])[C:9]#[N:10].